The task is: Predict the reactants needed to synthesize the given product.. This data is from Full USPTO retrosynthesis dataset with 1.9M reactions from patents (1976-2016). (1) Given the product [NH2:1][CH2:4][CH2:5][CH2:6][C:7]([C:10]1[O:16][C@H:15]2[N:12]([C:13](=[O:33])[C@@H:14]2[C@@H:17]([OH:19])[CH3:18])[C:11]=1[C:34]([OH:36])=[O:35])([CH3:8])[CH3:9], predict the reactants needed to synthesize it. The reactants are: [N:1]([CH2:4][CH2:5][CH2:6][C:7]([C:10]1[O:16][C@H:15]2[N:12]([C:13](=[O:33])[C@@H:14]2[C@@H:17]([O:19]C(OCC2C=CC([N+]([O-])=O)=CC=2)=O)[CH3:18])[C:11]=1[C:34]([O:36]CC1C=CC([N+]([O-])=O)=CC=1)=[O:35])([CH3:9])[CH3:8])=[N+]=[N-].[H][H]. (2) Given the product [CH3:12][C:11]1[C:4]2[C:16]([C:15]([OH:18])=[O:13])=[CH:7][S:6][C:5]=2[CH:8]=[CH:9][CH:10]=1, predict the reactants needed to synthesize it. The reactants are: C(C1[C:4]2[C:11]([CH3:12])=[CH:10][CH:9]=[CH:8][C:5]=2[S:6][CH:7]=1)#N.[OH-:13].[Na+].[CH2:15]([OH:18])[CH2:16]O.Cl.